Dataset: Forward reaction prediction with 1.9M reactions from USPTO patents (1976-2016). Task: Predict the product of the given reaction. (1) Given the reactants [Cl:1][C:2]1[CH:11]=[C:10]2[C:5]([CH2:6][CH2:7][N:8](C(OC(C)(C)C)=O)[C@H:9]2[C:12]2[CH:16]=[C:15]([C:17]([C:19]3[C:20]([NH:25][C@@H:26]4[CH2:30][C@H:29]([CH2:31][O:32][S:33](=[O:36])(=[O:35])[NH2:34])[C@@H:28]([OH:37])[CH2:27]4)=[N:21][CH:22]=[N:23][CH:24]=3)=[O:18])[S:14][C:13]=2[CH3:38])=[CH:4][CH:3]=1.C(O)(C(F)(F)F)=O, predict the reaction product. The product is: [S:33](=[O:35])(=[O:36])([O:32][CH2:31][C@H:29]1[CH2:30][C@@H:26]([NH:25][C:20]2[C:19]([C:17]([C:15]3[S:14][C:13]([CH3:38])=[C:12]([C@H:9]4[C:10]5[C:5](=[CH:4][CH:3]=[C:2]([Cl:1])[CH:11]=5)[CH2:6][CH2:7][NH:8]4)[CH:16]=3)=[O:18])=[CH:24][N:23]=[CH:22][N:21]=2)[CH2:27][C@@H:28]1[OH:37])[NH2:34]. (2) Given the reactants [C:1]([O:4][CH2:5][C@:6]1([CH2:27][O:28][CH2:29][C:30]2[CH:35]=[CH:34][CH:33]=[CH:32][CH:31]=2)[O:14][CH:9](OC(=O)C)[C@H:8]([O:15][C:16](=[O:18])[CH3:17])[C@@H:7]1[O:19][CH2:20][C:21]1[CH:26]=[CH:25][CH:24]=[CH:23][CH:22]=1)(=[O:3])[CH3:2].[NH:36]1[CH:44]=[C:42]([CH3:43])[C:40](=[O:41])[NH:39][C:37]1=[O:38].O([Si](C)(C)C)S(C(F)(F)F)(=O)=O, predict the reaction product. The product is: [C:1]([O:4][CH2:5][C@:6]1([CH2:27][O:28][CH2:29][C:30]2[CH:35]=[CH:34][CH:33]=[CH:32][CH:31]=2)[O:14][C@@H:9]([N:36]2[CH:44]=[C:42]([CH3:43])[C:40](=[O:41])[NH:39][C:37]2=[O:38])[C@H:8]([O:15][C:16](=[O:18])[CH3:17])[C@@H:7]1[O:19][CH2:20][C:21]1[CH:22]=[CH:23][CH:24]=[CH:25][CH:26]=1)(=[O:3])[CH3:2]. (3) Given the reactants [F:1][C:2]1[CH:3]=[C:4]2[C:9](=[CH:10][CH:11]=1)[N:8]=[CH:7][CH:6]=[C:5]2[O:12][C:13]1[CH:18]=[CH:17][C:16]([CH:19]([CH3:23])[C:20]([OH:22])=O)=[C:15]([O:24][CH3:25])[CH:14]=1.[NH2:26][C:27]1[C:31]([CH3:32])=[C:30]([CH3:33])[O:29][N:28]=1, predict the reaction product. The product is: [CH3:32][C:31]1[C:27]([NH:26][C:20](=[O:22])[CH:19]([C:16]2[CH:17]=[CH:18][C:13]([O:12][C:5]3[C:4]4[C:9](=[CH:10][CH:11]=[C:2]([F:1])[CH:3]=4)[N:8]=[CH:7][CH:6]=3)=[CH:14][C:15]=2[O:24][CH3:25])[CH3:23])=[N:28][O:29][C:30]=1[CH3:33]. (4) Given the reactants [ClH:1].Cl.[NH2:3][C@@H:4]1[CH2:6][C@H:5]1[C:7]1[CH:8]=[C:9]([C:12]([NH:14][C:15]2[S:16][C:17]([CH3:20])=[N:18][N:19]=2)=[O:13])[S:10][CH:11]=1.C(=O)([O-])O.[Na+].[CH:26]1([CH:29]=O)[CH2:28][CH2:27]1.[BH4-].[Na+], predict the reaction product. The product is: [ClH:1].[ClH:1].[CH:26]1([CH2:29][NH:3][C@@H:4]2[CH2:6][C@H:5]2[C:7]2[CH:8]=[C:9]([C:12]([NH:14][C:15]3[S:16][C:17]([CH3:20])=[N:18][N:19]=3)=[O:13])[S:10][CH:11]=2)[CH2:28][CH2:27]1. (5) Given the reactants CC1(C)O[C@H](C(C2C=CC3C(=CC=CC=3)C=2)(C2C=CC3C(=CC=CC=3)C=2)O)[C@@H](C(C2C=CC3C(=CC=CC=3)C=2)(C2C=CC3C(=CC=CC=3)C=2)O)O1.C([Zn][CH2:55][CH3:56])C.[Cl:57][C:58]1[CH:59]=[C:60]([CH:63]=[CH:64][C:65]=1[O:66][C:67]([F:70])([F:69])[F:68])[CH:61]=[O:62].O, predict the reaction product. The product is: [Cl:57][C:58]1[CH:59]=[C:60]([C@H:61]([OH:62])[CH2:55][CH3:56])[CH:63]=[CH:64][C:65]=1[O:66][C:67]([F:69])([F:70])[F:68]. (6) Given the reactants [F:1][C:2]1[CH:28]=[CH:27][C:26]([C:29]([NH:31][C:32]2[CH:37]=[C:36]([CH3:38])[CH:35]=[CH:34][C:33]=2[F:39])=[O:30])=[CH:25][C:3]=1[O:4][C:5]1[CH:10]=[CH:9][N:8]=[C:7]([C:11]2[NH:15][CH:14]=[C:13]([C:16]([NH:18][CH2:19][CH2:20][C:21]([O:23]C)=[O:22])=[O:17])[CH:12]=2)[CH:6]=1.[OH-].[Na+].O.Cl, predict the reaction product. The product is: [F:1][C:2]1[CH:28]=[CH:27][C:26]([C:29]([NH:31][C:32]2[CH:37]=[C:36]([CH3:38])[CH:35]=[CH:34][C:33]=2[F:39])=[O:30])=[CH:25][C:3]=1[O:4][C:5]1[CH:10]=[CH:9][N:8]=[C:7]([C:11]2[NH:15][CH:14]=[C:13]([C:16]([NH:18][CH2:19][CH2:20][C:21]([OH:23])=[O:22])=[O:17])[CH:12]=2)[CH:6]=1. (7) Given the reactants [C:1]([O:5][C:6]([N:8]1[C:12](=[O:13])[CH2:11][CH:10]2[CH2:14][C:15]3[C:20]([CH:9]12)=[CH:19][CH:18]=[CH:17][CH:16]=3)=[O:7])([CH3:4])([CH3:3])[CH3:2], predict the reaction product. The product is: [C:1]([O:5][C:6]([N:8]1[C:12](=[O:13])/[C:11](=[CH:6]\[N:8]([CH3:12])[CH3:9])/[CH:10]2[CH2:14][C:15]3[C:20]([CH:9]12)=[CH:19][CH:18]=[CH:17][CH:16]=3)=[O:7])([CH3:4])([CH3:2])[CH3:3].